From a dataset of Catalyst prediction with 721,799 reactions and 888 catalyst types from USPTO. Predict which catalyst facilitates the given reaction. (1) Reactant: [CH:1]1([N:5]2[CH2:11][CH2:10][C:9]3[CH:12]=[CH:13][C:14]([NH2:16])=[CH:15][C:8]=3[CH2:7][CH2:6]2)[CH2:4][CH2:3][CH2:2]1.[CH3:17][S:18](Cl)(=[O:20])=[O:19].CO. Product: [CH:1]1([N:5]2[CH2:11][CH2:10][C:9]3[CH:12]=[CH:13][C:14]([NH:16][S:18]([CH3:17])(=[O:20])=[O:19])=[CH:15][C:8]=3[CH2:7][CH2:6]2)[CH2:4][CH2:3][CH2:2]1. The catalyst class is: 4. (2) Reactant: [NH:1]1[CH2:6][CH2:5][O:4][CH2:3][CH2:2]1.F[C:8]1[CH:13]=[CH:12][C:11]([N+:14]([O-:16])=[O:15])=[CH:10][C:9]=1[F:17].O. Product: [F:17][C:9]1[CH:10]=[C:11]([N+:14]([O-:16])=[O:15])[CH:12]=[CH:13][C:8]=1[N:1]1[CH2:6][CH2:5][O:4][CH2:3][CH2:2]1. The catalyst class is: 3. (3) Reactant: CCN(C(C)C)C(C)C.[CH2:10]([O:12][C:13]([C:15]1[CH:16]=[N:17][N:18]([C:20]2[NH:29][C:28](=[O:30])[C:27]3[C:22](=[CH:23][CH:24]=[C:25]([Br:31])[CH:26]=3)[N:21]=2)[CH:19]=1)=[O:14])[CH3:11].Cl[CH2:33][O:34][CH2:35][CH2:36][Si:37]([CH3:40])([CH3:39])[CH3:38]. Product: [CH2:10]([O:12][C:13]([C:15]1[CH:16]=[N:17][N:18]([C:20]2[N:29]([CH2:33][O:34][CH2:35][CH2:36][Si:37]([CH3:40])([CH3:39])[CH3:38])[C:28](=[O:30])[C:27]3[C:22](=[CH:23][CH:24]=[C:25]([Br:31])[CH:26]=3)[N:21]=2)[CH:19]=1)=[O:14])[CH3:11]. The catalyst class is: 1. (4) The catalyst class is: 5. Reactant: [CH3:1][O:2][C:3]1[CH:13]=[CH:12][CH:11]=[CH:10][C:4]=1[O:5][CH2:6][CH:7]1[CH2:9][O:8]1.[NH:14]1[CH2:19][CH2:18][NH:17][CH2:16][CH2:15]1.O. Product: [CH3:1][O:2][C:3]1[CH:13]=[CH:12][CH:11]=[CH:10][C:4]=1[O:5][CH2:6][CH:7]([OH:8])[CH2:9][N:14]1[CH2:19][CH2:18][NH:17][CH2:16][CH2:15]1.